From a dataset of Full USPTO retrosynthesis dataset with 1.9M reactions from patents (1976-2016). Predict the reactants needed to synthesize the given product. The reactants are: [Cl:1][C:2]1[CH:11]=[CH:10][C:9]2[N:8]=[CH:7][C:6]3[N:12]=[CH:13][N:14]([C:15]4[CH:16]=[C:17]([CH:20]=[CH:21][CH:22]=4)[C:18]#[N:19])[C:5]=3[C:4]=2[CH:3]=1. Given the product [Cl:1][C:2]1[CH:11]=[CH:10][C:9]2[N:8]=[CH:7][C:6]3[N:12]=[CH:13][N:14]([C:15]4[CH:16]=[C:17]([CH:20]=[CH:21][CH:22]=4)[CH2:18][NH2:19])[C:5]=3[C:4]=2[CH:3]=1, predict the reactants needed to synthesize it.